Dataset: Catalyst prediction with 721,799 reactions and 888 catalyst types from USPTO. Task: Predict which catalyst facilitates the given reaction. (1) Reactant: CSC.ClCl.[NH2:6][C:7]1[N:15]=[C:14]2[N:9]([C:10]([O:18][CH3:19])=[N:11][CH:12]=[C:13]2[O:16][CH3:17])[N:8]=1.N1C=CC=C(C)C=1.[F:27][CH:28]([F:45])[CH2:29][O:30][C:31]1[CH:36]=[CH:35][CH:34]=[C:33]([C:37]([F:40])([F:39])[F:38])[C:32]=1[S:41](Cl)(=[O:43])=[O:42].S(Cl)(Cl)(=O)=O. Product: [F:45][CH:28]([F:27])[CH2:29][O:30][C:31]1[CH:36]=[CH:35][CH:34]=[C:33]([C:37]([F:38])([F:39])[F:40])[C:32]=1[S:41]([NH:6][C:7]1[N:15]=[C:14]2[N:9]([C:10]([O:18][CH3:19])=[N:11][CH:12]=[C:13]2[O:16][CH3:17])[N:8]=1)(=[O:42])=[O:43]. The catalyst class is: 47. (2) Reactant: [Cl:1][C:2]1[CH:7]=[CH:6][N:5]=[C:4]2[C:8]([C:11]([NH:13][C@H:14]3[CH2:19][CH2:18][CH2:17][CH2:16][C@@H:15]3[OH:20])=[O:12])=[CH:9][NH:10][C:3]=12.Cl.Cl[CH2:23][C:24]1[CH:29]=[CH:28][N:27]=[CH:26][CH:25]=1.C(=O)([O-])[O-].[Cs+].[Cs+]. Product: [Cl:1][C:2]1[CH:7]=[CH:6][N:5]=[C:4]2[C:8]([C:11]([NH:13][C@H:14]3[CH2:19][CH2:18][CH2:17][CH2:16][C@@H:15]3[OH:20])=[O:12])=[CH:9][N:10]([CH2:23][C:24]3[CH:29]=[CH:28][N:27]=[CH:26][CH:25]=3)[C:3]=12. The catalyst class is: 3.